From a dataset of Reaction yield outcomes from USPTO patents with 853,638 reactions. Predict the reaction yield, written as a fraction of the theoretical maximum amount of product (1.0 means a 100% yield; for example, 0.34 means a 34% yield). (1) The reactants are [C:1]([N:8]1[CH2:13][CH2:12][NH:11][CH2:10][CH2:9]1)([O:3][C:4]([CH3:7])([CH3:6])[CH3:5])=[O:2].C([O-])([O-])=O.[K+].[K+].[Cl:20][C:21]1[C:26](Cl)=[N:25][CH:24]=[CH:23][N:22]=1. The catalyst is C(#N)C. The product is [Cl:20][C:21]1[C:26]([N:11]2[CH2:10][CH2:9][N:8]([C:1]([O:3][C:4]([CH3:7])([CH3:6])[CH3:5])=[O:2])[CH2:13][CH2:12]2)=[N:25][CH:24]=[CH:23][N:22]=1. The yield is 1.00. (2) The reactants are Br[CH:2]1[CH2:4][C:3]1([CH3:11])[C:5]1[CH:10]=[CH:9][CH:8]=[CH:7][CH:6]=1.CC(C)([O-])C.[K+].C(OCC)C.O. The catalyst is CS(C)=O. The product is [CH3:11][C:3]1([C:5]2[CH:10]=[CH:9][CH:8]=[CH:7][CH:6]=2)[CH:4]=[CH:2]1. The yield is 0.700. (3) The reactants are S([O:8][S:9]([C:12]([F:15])([F:14])[F:13])(=[O:11])=[O:10])(C(F)(F)F)(=O)=O.[F:16][CH:17]([F:20])[CH2:18]O.C([O-])(O)=O.[Na+]. No catalyst specified. The product is [F:15][C:12]([F:13])([F:14])[S:9]([O:8][CH2:18][CH:17]([F:20])[F:16])(=[O:10])=[O:11]. The yield is 0.640. (4) The reactants are C[Si](Cl)(C)C.[I-].[Na+].[F:8][C:9]1[CH:10]=[CH:11][C:12]([C@@H:15]([NH:17][C:18]2[C:23]([CH3:24])=[CH:22][N:21]=[C:20]([NH:25][C:26]3[C:27]([O:32]C)=[N:28][CH:29]=[CH:30][CH:31]=3)[N:19]=2)[CH3:16])=[N:13][CH:14]=1. The catalyst is C(#N)C. The product is [F:8][C:9]1[CH:10]=[CH:11][C:12]([C@@H:15]([NH:17][C:18]2[C:23]([CH3:24])=[CH:22][N:21]=[C:20]([NH:25][C:26]3[C:27](=[O:32])[NH:28][CH:29]=[CH:30][CH:31]=3)[N:19]=2)[CH3:16])=[N:13][CH:14]=1. The yield is 1.00. (5) The reactants are [CH3:1][N:2]1[CH:6]=[CH:5][N:4]=[C:3]1[CH:7]=O.[NH2:9][C:10]1[CH:18]=[CH:17][CH:16]=[C:15]2[C:11]=1[CH2:12][O:13][C:14]2=[O:19].S([O-])([O-])(=O)=O.[Mg+2]. The catalyst is C(#N)C. The product is [CH3:1][N:2]1[CH:6]=[CH:5][N:4]=[C:3]1/[CH:7]=[N:9]/[C:10]1[CH:18]=[CH:17][CH:16]=[C:15]2[C:11]=1[CH2:12][O:13][C:14]2=[O:19]. The yield is 0.680. (6) The reactants are [Cl:1][C:2]1[CH:3]=[CH:4][C:5]([O:9][CH3:10])=[C:6]([CH:8]=1)[NH2:7].[C:11]([C:13]1[CH:18]=[CH:17][C:16]([S:19](Cl)(=[O:21])=[O:20])=[CH:15][CH:14]=1)#[N:12]. The catalyst is CN(C1C=CN=CC=1)C.N1C=CC=CC=1. The product is [Cl:1][C:2]1[CH:3]=[CH:4][C:5]([O:9][CH3:10])=[C:6]([NH:7][S:19]([C:16]2[CH:15]=[CH:14][C:13]([C:11]#[N:12])=[CH:18][CH:17]=2)(=[O:21])=[O:20])[CH:8]=1. The yield is 0.740. (7) The reactants are C([C:11]1[C:18]2[S:17][C:16]3[CH:19]=[C:20]([C:22]#[C:23][CH2:24][CH2:25][CH2:26][CH2:27][CH2:28][CH2:29][CH2:30][CH3:31])[S:21][C:15]=3[C:14]=2[S:13][CH:12]=1)CCCCCCCCC. The catalyst is [Pt].C(OCC)(=O)C. The product is [CH2:22]([C:20]1[S:21][C:15]2[C:14]3[S:13][CH:12]=[CH:11][C:18]=3[S:17][C:16]=2[C:19]=1[CH2:11][CH2:18][CH2:14][CH2:15][CH2:16][CH2:19][CH2:20][CH2:22][CH2:23][CH3:24])[CH2:23][CH2:24][CH2:25][CH2:26][CH2:27][CH2:28][CH2:29][CH2:30][CH3:31]. The yield is 0.799.